From a dataset of Catalyst prediction with 721,799 reactions and 888 catalyst types from USPTO. Predict which catalyst facilitates the given reaction. Reactant: [CH:1]([C:3]1[CH:11]=[CH:10][C:6]([C:7]([OH:9])=[O:8])=[C:5]([CH3:12])[CH:4]=1)=[O:2].[BH4-].[Na+]. Product: [OH:2][CH2:1][C:3]1[CH:11]=[CH:10][C:6]([C:7]([OH:9])=[O:8])=[C:5]([CH3:12])[CH:4]=1. The catalyst class is: 5.